This data is from Full USPTO retrosynthesis dataset with 1.9M reactions from patents (1976-2016). The task is: Predict the reactants needed to synthesize the given product. (1) Given the product [F:1]/[C:2](/[C:15]1[CH:19]=[C:18]([CH3:20])[N:17]([CH2:21][C:22]2[CH:23]=[C:24]([C:25]([N:31]3[CH2:35][CH2:34][CH2:33][CH2:32]3)=[O:27])[CH:28]=[CH:29][CH:30]=2)[N:16]=1)=[CH:3]\[C:4]1[CH:9]=[CH:8][C:7]([S:10][C:11]([F:12])([F:14])[F:13])=[CH:6][CH:5]=1, predict the reactants needed to synthesize it. The reactants are: [F:1]/[C:2](/[C:15]1[CH:19]=[C:18]([CH3:20])[N:17]([CH2:21][C:22]2[CH:23]=[C:24]([CH:28]=[CH:29][CH:30]=2)[C:25]([OH:27])=O)[N:16]=1)=[CH:3]\[C:4]1[CH:9]=[CH:8][C:7]([S:10][C:11]([F:14])([F:13])[F:12])=[CH:6][CH:5]=1.[NH:31]1[CH2:35][CH2:34][CH2:33][CH2:32]1. (2) The reactants are: [CH3:1][N:2]1[CH2:7][CH:6]=[C:5]([C:8]2[CH:20]=[CH:19][CH:18]=[CH:17][C:9]=2[CH:10]=[C:11]2[CH2:15][CH2:14][NH:13][C:12]2=[O:16])[CH2:4][CH2:3]1.[H][H]. Given the product [CH3:1][N:2]1[CH2:7][CH2:6][CH:5]([C:8]2[CH:20]=[CH:19][CH:18]=[CH:17][C:9]=2[CH2:10][CH:11]2[CH2:15][CH2:14][NH:13][C:12]2=[O:16])[CH2:4][CH2:3]1, predict the reactants needed to synthesize it.